Dataset: Full USPTO retrosynthesis dataset with 1.9M reactions from patents (1976-2016). Task: Predict the reactants needed to synthesize the given product. (1) Given the product [Cl:33][C:34]1[CH:39]=[CH:38][C:37]([N:19]2[C:20]3[C:16](=[CH:15][C:14]([C:12]([N:9]4[CH2:8][CH2:7][N:6]([CH:1]5[CH2:2][CH2:3][CH2:4][CH2:5]5)[CH2:11][CH2:10]4)=[O:13])=[CH:22][CH:21]=3)[CH:17]=[C:18]2[C:23]([N:25]2[CH2:30][CH2:29][S:28](=[O:31])(=[O:32])[CH2:27][CH2:26]2)=[O:24])=[CH:36][CH:35]=1, predict the reactants needed to synthesize it. The reactants are: [CH:1]1([N:6]2[CH2:11][CH2:10][N:9]([C:12]([C:14]3[CH:15]=[C:16]4[C:20](=[CH:21][CH:22]=3)[NH:19][C:18]([C:23]([N:25]3[CH2:30][CH2:29][S:28](=[O:32])(=[O:31])[CH2:27][CH2:26]3)=[O:24])=[CH:17]4)=[O:13])[CH2:8][CH2:7]2)[CH2:5][CH2:4][CH2:3][CH2:2]1.[Cl:33][C:34]1[CH:39]=[CH:38][C:37](B(O)O)=[CH:36][CH:35]=1.N1C=CC=CC=1. (2) Given the product [N+:27]([C:30]1[CH:31]=[C:32]2[C:36](=[CH:37][CH:38]=1)[N:35]([NH:39][C:24]([C:20]1[C:21]([CH3:23])=[N:22][C:17]([C:13]3[CH:14]=[CH:15][CH:16]=[C:11]([F:10])[CH:12]=3)=[N:18][CH:19]=1)=[O:26])[CH:34]=[CH:33]2)([O-:29])=[O:28], predict the reactants needed to synthesize it. The reactants are: CCN(C(C)C)C(C)C.[F:10][C:11]1[CH:12]=[C:13]([C:17]2[N:22]=[C:21]([CH3:23])[C:20]([C:24]([OH:26])=O)=[CH:19][N:18]=2)[CH:14]=[CH:15][CH:16]=1.[N+:27]([C:30]1[CH:31]=[C:32]2[C:36](=[CH:37][CH:38]=1)[N:35]([NH2:39])[CH:34]=[CH:33]2)([O-:29])=[O:28].CN(C(SC1[N+]([O-])=CC=CC=1)=[N+](C)C)C.F[P-](F)(F)(F)(F)F. (3) Given the product [CH3:9][O:8][C:4]1[CH:3]=[C:2]([B:10]([OH:15])[OH:11])[CH:7]=[CH:6][CH:5]=1, predict the reactants needed to synthesize it. The reactants are: Br[C:2]1[CH:3]=[C:4]([O:8][CH3:9])[CH:5]=[CH:6][CH:7]=1.[B:10](OC(C)C)([O:15]C(C)C)[O:11]C(C)C.